Dataset: Full USPTO retrosynthesis dataset with 1.9M reactions from patents (1976-2016). Task: Predict the reactants needed to synthesize the given product. (1) Given the product [C:17]([O:21][C:22]([N:16]1[CH:14]2[CH2:13][CH2:12][CH2:11][CH:10]1[CH2:9][N:8]([CH2:1][C:2]1[CH:3]=[CH:4][CH:5]=[CH:6][CH:7]=1)[CH2:15]2)=[O:23])([CH3:20])([CH3:19])[CH3:18], predict the reactants needed to synthesize it. The reactants are: [CH2:1]([N:8]1[CH2:15][CH:14]2[NH:16][CH:10]([CH2:11][CH2:12][CH2:13]2)[CH2:9]1)[C:2]1[CH:7]=[CH:6][CH:5]=[CH:4][CH:3]=1.[C:17]([O:21][C:22](=O)[O:23]C(C)(C)C)([CH3:20])([CH3:19])[CH3:18].C(N(CC)CC)C. (2) Given the product [CH3:1][O:2][C:3](=[O:31])[C@@H:4]1[C:8]([CH3:10])([CH3:9])[C:7](=[O:11])[CH2:6][N:5]1[C:40]([O:42][C:43]([CH3:44])([CH3:45])[CH3:46])=[O:41], predict the reactants needed to synthesize it. The reactants are: [CH3:1][O:2][C:3](=[O:31])[C@@H:4]1[C:8]([CH3:10])([CH3:9])[C:7](=[O:11])[CH2:6][N:5]1C1C2C(C3C=CC=CC=3)C3C(=CC=CC=3)C=2C=CC=1.[C:40](O[C:40]([O:42][C:43]([CH3:46])([CH3:45])[CH3:44])=[O:41])([O:42][C:43]([CH3:46])([CH3:45])[CH3:44])=[O:41].[H][H]. (3) The reactants are: [CH2:1]([OH:8])[C:2]1[CH:7]=[CH:6][CH:5]=[CH:4][CH:3]=1.[CH3:9][C:10]([CH3:13])([O-])[CH3:11].[K+].[CH2:15]1[CH2:19][O:18]C[CH2:16]1.Cl[C:21](=[N:24][S:25][NH:26]N1C(C)(C)COCC1(C)C)[C:22]#[N:23].[CH3:37]OC(C)(C)C. Given the product [CH2:1]([O:8][C:21](=[N:24][S:25][N:26]1[C:15]([CH3:16])([CH3:37])[CH2:19][O:18][CH2:9][C:10]1([CH3:13])[CH3:11])[C:22]#[N:23])[C:2]1[CH:7]=[CH:6][CH:5]=[CH:4][CH:3]=1, predict the reactants needed to synthesize it. (4) Given the product [CH3:19][O:20][C:21](=[O:34])[C:22]1[CH:23]=[CH:24][C:25]([CH2:28][N:29]([C:11](=[O:13])[C:10]2[CH:14]=[CH:15][C:16]([Cl:18])=[CH:17][C:9]=2[C:1](=[O:8])[C:2]2[CH:3]=[CH:4][CH:5]=[CH:6][CH:7]=2)[CH2:30][CH:31]([OH:33])[CH3:32])=[CH:26][CH:27]=1, predict the reactants needed to synthesize it. The reactants are: [C:1]([C:9]1[CH:17]=[C:16]([Cl:18])[CH:15]=[CH:14][C:10]=1[C:11]([OH:13])=O)(=[O:8])[C:2]1[CH:7]=[CH:6][CH:5]=[CH:4][CH:3]=1.[CH3:19][O:20][C:21](=[O:34])[C:22]1[CH:27]=[CH:26][C:25]([CH2:28][NH:29][CH2:30][CH:31]([OH:33])[CH3:32])=[CH:24][CH:23]=1.Cl.C(N=C=NCCCN(C)C)C.O.ON1C2C=CC=CC=2N=N1. (5) Given the product [NH2:1][C:2]1[N:3]=[C:4]([S:26][CH3:27])[C:5]([C:24]#[N:25])=[C:6]([S:8][CH2:9][C:10]2[NH:12][C:13]3[CH:18]=[C:17]([C:19]([F:22])([F:21])[F:20])[CH:16]=[CH:15][C:14]=3[N:23]=2)[N:7]=1, predict the reactants needed to synthesize it. The reactants are: [NH2:1][C:2]1[N:7]=[C:6]([S:8][CH2:9][C:10]([NH:12][C:13]2[CH:18]=[C:17]([C:19]([F:22])([F:21])[F:20])[CH:16]=[CH:15][C:14]=2[NH2:23])=O)[C:5]([C:24]#[N:25])=[C:4]([S:26][CH3:27])[N:3]=1.